Dataset: Forward reaction prediction with 1.9M reactions from USPTO patents (1976-2016). Task: Predict the product of the given reaction. (1) Given the reactants [N+:1]([C:4]1[N:9]=[CH:8][C:7]([N:10]2[CH:15]3[CH2:16][CH2:17][CH:11]2[CH2:12][N:13]([C:18]([O:20][C:21]([CH3:24])([CH3:23])[CH3:22])=[O:19])[CH2:14]3)=[CH:6][CH:5]=1)([O-])=O, predict the reaction product. The product is: [NH2:1][C:4]1[N:9]=[CH:8][C:7]([N:10]2[CH:11]3[CH2:17][CH2:16][CH:15]2[CH2:14][N:13]([C:18]([O:20][C:21]([CH3:24])([CH3:23])[CH3:22])=[O:19])[CH2:12]3)=[CH:6][CH:5]=1. (2) Given the reactants [C:1]([C:3]1[C:4]([C:27]2[CH2:28][CH2:29][O:30][CH2:31][CH:32]=2)=[CH:5][C:6]([NH:9][C:10]([N:12]2[C:21]3[C:16](=[CH:17][CH:18]=[C:19]([CH:22]([O:25][CH3:26])[O:23][CH3:24])[N:20]=3)[CH2:15][CH2:14][CH2:13]2)=[O:11])=[N:7][CH:8]=1)#[N:2], predict the reaction product. The product is: [C:1]([C:3]1[C:4]([CH:27]2[CH2:32][CH2:31][O:30][CH2:29][CH2:28]2)=[CH:5][C:6]([NH:9][C:10]([N:12]2[C:21]3[C:16](=[CH:17][CH:18]=[C:19]([CH:22]([O:25][CH3:26])[O:23][CH3:24])[N:20]=3)[CH2:15][CH2:14][CH2:13]2)=[O:11])=[N:7][CH:8]=1)#[N:2]. (3) The product is: [C:21]([NH:8][C:7]1[C:6](=[O:16])[CH2:5][CH:4]([C:17]([O:19][CH3:20])=[O:18])[CH2:3][C:2]=1[OH:1])(=[O:23])[CH3:22]. Given the reactants [OH:1][C:2]1[CH2:3][CH:4]([C:17]([O:19][CH3:20])=[O:18])[CH2:5][C:6](=[O:16])[C:7]=1[N:8]=NC1C=CC=CC=1.[C:21](OC(=O)C)(=[O:23])[CH3:22], predict the reaction product. (4) Given the reactants [C:1]([C:3]1[C:8]([F:9])=[CH:7][C:6]([C:10]2[CH:11]=[N:12][N:13]([C:16]3[CH:24]=[CH:23][C:19]([C:20]([OH:22])=O)=[CH:18][N:17]=3)[C:14]=2[OH:15])=[C:5]([CH3:25])[CH:4]=1)#[N:2].[CH2:26]([N:28]1[CH2:33][CH2:32][NH:31][CH2:30][C@H:29]1[CH3:34])[CH3:27], predict the reaction product. The product is: [CH2:26]([N:28]1[CH2:33][CH2:32][N:31]([C:20]([C:19]2[CH:23]=[CH:24][C:16]([N:13]3[C:14]([OH:15])=[C:10]([C:6]4[C:5]([CH3:25])=[CH:4][C:3]([C:1]#[N:2])=[C:8]([F:9])[CH:7]=4)[CH:11]=[N:12]3)=[N:17][CH:18]=2)=[O:22])[CH2:30][C@H:29]1[CH3:34])[CH3:27]. (5) Given the reactants [C:1]([O:5][C:6]([NH:8][C@H:9]1[CH2:13][CH2:12][N:11]([C:14]([O:16][CH2:17][C:18]2[CH:23]=[CH:22][CH:21]=[CH:20][CH:19]=2)=[O:15])[CH2:10]1)=[O:7])([CH3:4])([CH3:3])[CH3:2].FC(F)(F)S(O[CH2:30][CH2:31][CH2:32][F:33])(=O)=O.[H-].[Na+], predict the reaction product. The product is: [C:1]([O:5][C:6]([N:8]([CH2:30][CH2:31][CH2:32][F:33])[C@H:9]1[CH2:13][CH2:12][N:11]([C:14]([O:16][CH2:17][C:18]2[CH:23]=[CH:22][CH:21]=[CH:20][CH:19]=2)=[O:15])[CH2:10]1)=[O:7])([CH3:4])([CH3:2])[CH3:3]. (6) The product is: [Cl:1][C:2]1[CH:12]=[CH:11][C:5]([O:6][CH2:7][C:8]([OH:10])=[O:9])=[C:4]([CH2:13][N:14]2[CH2:19][CH2:18][N:17]([S:20]([CH2:23][C:24]3[CH:30]=[CH:28][CH:27]=[CH:26][CH:25]=3)(=[O:21])=[O:22])[CH2:16][CH:15]2[CH3:29])[CH:3]=1. Given the reactants [Cl:1][C:2]1[CH:12]=[CH:11][C:5]([O:6][CH2:7][C:8]([OH:10])=[O:9])=[C:4]([CH2:13][N:14]2[CH2:19][CH2:18][N:17]([S:20]([C:23]3[CH:28]=[CH:27][CH:26]=[CH:25][CH:24]=3)(=[O:22])=[O:21])[CH2:16][CH:15]2[CH3:29])[CH:3]=1.[CH:30]1C=CC(CS(Cl)(=O)=O)=CC=1, predict the reaction product. (7) The product is: [Cl:25][C:20]1[CH:21]=[N:22][CH:23]=[CH:24][C:19]=1[C:18]1[N:17]=[C:16]([N:26]2[CH2:27][CH2:28][CH:29]([N:32]3[C:40](=[O:41])[C:39]4[C:34](=[CH:35][CH:36]=[CH:37][CH:38]=4)[C:33]3=[O:42])[CH2:30][CH2:31]2)[CH:15]=[N:14][C:13]=1[C:2]1[CH:7]=[CH:6][C:5]([C:8]([F:11])([F:10])[F:9])=[CH:4][N:3]=1. Given the reactants Cl[C:2]1[CH:7]=[CH:6][C:5]([C:8]([F:11])([F:10])[F:9])=[CH:4][N:3]=1.Br[C:13]1[N:14]=[CH:15][C:16]([N:26]2[CH2:31][CH2:30][CH:29]([N:32]3[C:40](=[O:41])[C:39]4[C:34](=[CH:35][CH:36]=[CH:37][CH:38]=4)[C:33]3=[O:42])[CH2:28][CH2:27]2)=[N:17][C:18]=1[C:19]1[CH:24]=[CH:23][N:22]=[CH:21][C:20]=1[Cl:25], predict the reaction product. (8) Given the reactants [CH3:1][N:2]1[CH2:7][CH2:6][N:5]([CH2:8][C:9]2[CH:17]=[CH:16][C:12]([C:13]([OH:15])=O)=[CH:11][C:10]=2[C:18]([F:21])([F:20])[F:19])[CH2:4][CH2:3]1.[I:22][C:23]1[CH:24]=[C:25]([CH:27]=[CH:28][C:29]=1[CH3:30])[NH2:26].O.ON1C2C=CC=CC=2N=N1.C(Cl)Cl, predict the reaction product. The product is: [I:22][C:23]1[CH:24]=[C:25]([NH:26][C:13](=[O:15])[C:12]2[CH:16]=[CH:17][C:9]([CH2:8][N:5]3[CH2:6][CH2:7][N:2]([CH3:1])[CH2:3][CH2:4]3)=[C:10]([C:18]([F:21])([F:20])[F:19])[CH:11]=2)[CH:27]=[CH:28][C:29]=1[CH3:30].